This data is from Forward reaction prediction with 1.9M reactions from USPTO patents (1976-2016). The task is: Predict the product of the given reaction. The product is: [Cl:1][C:2]1[CH:10]=[CH:9][C:8]2[N:7](/[CH:26]=[C:27](/[C:29]3[CH:34]=[CH:33][N:32]=[CH:31][CH:30]=3)\[CH3:28])[C:6]3[CH2:11][CH2:12][N:13]([CH3:16])[CH2:14][CH2:15][C:5]=3[C:4]=2[CH:3]=1. Given the reactants [Cl:1][C:2]1[CH:10]=[CH:9][C:8]2[NH:7][C:6]3[CH2:11][CH2:12][N:13]([CH3:16])[CH2:14][CH2:15][C:5]=3[C:4]=2[CH:3]=1.[O-]P([O-])([O-])=O.[K+].[K+].[K+].Br[CH:26]=[C:27]([C:29]1[CH:34]=[CH:33][N:32]=[CH:31][CH:30]=1)[CH3:28].N1CCC[C@H]1C(O)=O, predict the reaction product.